Dataset: Peptide-MHC class II binding affinity with 134,281 pairs from IEDB. Task: Regression. Given a peptide amino acid sequence and an MHC pseudo amino acid sequence, predict their binding affinity value. This is MHC class II binding data. (1) The peptide sequence is LIGLRIVFAVLSIVNRVRQG. The MHC is HLA-DQA10102-DQB10502 with pseudo-sequence HLA-DQA10102-DQB10502. The binding affinity (normalized) is 0.431. (2) The peptide sequence is NDVSTYASGKVWGQK. The MHC is DRB1_0301 with pseudo-sequence DRB1_0301. The binding affinity (normalized) is 0. (3) The peptide sequence is NCVLKKSTNGLRIKS. The MHC is DRB4_0101 with pseudo-sequence DRB4_0103. The binding affinity (normalized) is 0.180. (4) The peptide sequence is EKKYFAATQHEPLAA. The MHC is HLA-DQA10501-DQB10301 with pseudo-sequence HLA-DQA10501-DQB10301. The binding affinity (normalized) is 0.113. (5) The peptide sequence is IDLTKIDRCFQLRGNGV. The MHC is HLA-DQA10101-DQB10501 with pseudo-sequence HLA-DQA10101-DQB10501. The binding affinity (normalized) is 0.